Predict the product of the given reaction. From a dataset of Forward reaction prediction with 1.9M reactions from USPTO patents (1976-2016). (1) Given the reactants [CH3:1][C:2]1[CH:7]=[CH:6][C:5]([N:8]2[CH2:13][CH2:12][NH:11][CH2:10][CH2:9]2)=[CH:4][CH:3]=1.Br[C:15]1[C:16]([C:23]2[CH:31]=[CH:30][C:26]([N:27]([CH3:29])[CH3:28])=[CH:25][CH:24]=2)=[N:17][C:18]([O:21][CH3:22])=[CH:19][CH:20]=1.C1C=CC(P(C2C(C3C(P(C4C=CC=CC=4)C4C=CC=CC=4)=CC=C4C=3C=CC=C4)=C3C(C=CC=C3)=CC=2)C2C=CC=CC=2)=CC=1.CC(C)([O-])C.[Na+], predict the reaction product. The product is: [CH3:22][O:21][C:18]1[N:17]=[C:16]([C:23]2[CH:31]=[CH:30][C:26]([N:27]([CH3:28])[CH3:29])=[CH:25][CH:24]=2)[C:15]([N:11]2[CH2:12][CH2:13][N:8]([C:5]3[CH:4]=[CH:3][C:2]([CH3:1])=[CH:7][CH:6]=3)[CH2:9][CH2:10]2)=[CH:20][CH:19]=1. (2) Given the reactants [N+:1]([C:4]1[CH:5]=[C:6]([C:10]([NH:12][NH2:13])=O)[CH:7]=[CH:8][CH:9]=1)([O-:3])=[O:2].[N-:14]=[C:15]=[S:16].[C:17]([C:20]1[CH:25]=[CH:24][CH:23]=[CH:22][CH:21]=1)(=[O:19])[CH3:18], predict the reaction product. The product is: [N+:1]([C:4]1[CH:5]=[C:6]([C:10]2[S:16][C:15]([NH:14][C:23]3[CH:24]=[CH:25][C:20]([C:17](=[O:19])[CH3:18])=[CH:21][CH:22]=3)=[N:13][N:12]=2)[CH:7]=[CH:8][CH:9]=1)([O-:3])=[O:2]. (3) Given the reactants O.O.P([O-])(O)(O)=O.[Na+].[Cl:9][C:10]1[CH:43]=[CH:42][CH:41]=[CH:40][C:11]=1[CH2:12][C:13]1[C:14]([CH:38]=[O:39])=[N:15][N:16]([S:32]([N:35]([CH3:37])[CH3:36])(=[O:34])=[O:33])[C:17]=1[N:18]1[CH2:23][CH2:22][CH2:21][C@@H:20]([NH:24][C:25](=[O:31])[O:26][C:27]([CH3:30])([CH3:29])[CH3:28])[CH2:19]1.CC(=CC)C.Cl([O-])=[O:50].[Na+].S([O-])([O-])=O.[Na+].[Na+].S([O-])(O)(=O)=O.[K+], predict the reaction product. The product is: [O:26]([C:25]([NH:24][C@@H:20]1[CH2:21][CH2:22][CH2:23][N:18]([C:17]2[N:16]([S:32]([N:35]([CH3:37])[CH3:36])(=[O:34])=[O:33])[N:15]=[C:14]([C:38]([OH:50])=[O:39])[C:13]=2[CH2:12][C:11]2[CH:40]=[CH:41][CH:42]=[CH:43][C:10]=2[Cl:9])[CH2:19]1)=[O:31])[C:27]([CH3:30])([CH3:28])[CH3:29]. (4) Given the reactants [Cl:1][C:2]1[C:3]2[CH:11]=[CH:10][N:9]([C:12]3[CH:17]=[CH:16][C:15]([CH3:18])=[CH:14][C:13]=3[CH3:19])[C:4]=2[C:5](=[O:8])[NH:6][N:7]=1.[CH2:20](I)[CH3:21].C(=O)([O-])[O-].[K+].[K+].CN(C=O)C, predict the reaction product. The product is: [Cl:1][C:2]1[C:3]2[CH:11]=[CH:10][N:9]([C:12]3[CH:17]=[CH:16][C:15]([CH3:18])=[CH:14][C:13]=3[CH3:19])[C:4]=2[C:5](=[O:8])[N:6]([CH2:20][CH3:21])[N:7]=1. (5) Given the reactants C1(O[C:8](=[O:26])[NH:9][C:10]2[CH:15]=[CH:14][CH:13]=[C:12]([CH2:16][NH:17][C:18]([O:20][C@H:21]3[CH2:25][CH2:24][O:23][CH2:22]3)=[O:19])[CH:11]=2)C=CC=CC=1.[CH3:27][O:28][C:29]1[CH:30]=[C:31]([NH2:40])[CH:32]=[CH:33][C:34]=1[C:35]1[O:39][CH:38]=[N:37][CH:36]=1.C(N(C(C)C)CC)(C)C, predict the reaction product. The product is: [CH3:27][O:28][C:29]1[CH:30]=[C:31]([NH:40][C:8](=[O:26])[NH:9][C:10]2[CH:11]=[C:12]([CH:13]=[CH:14][CH:15]=2)[CH2:16][NH:17][C:18](=[O:19])[O:20][C@H:21]2[CH2:25][CH2:24][O:23][CH2:22]2)[CH:32]=[CH:33][C:34]=1[C:35]1[O:39][CH:38]=[N:37][CH:36]=1. (6) Given the reactants [Br:1][C:2]1[CH:17]=[CH:16][C:5]([C:6]([NH:8][C:9]2[CH:14]=[CH:13][C:12]([Cl:15])=[CH:11][CH:10]=2)=O)=[CH:4][CH:3]=1.S(Cl)([Cl:20])=O.C1(C)C=CC=CC=1.BrC1C=CC(C2N(C3C=CC(Cl)=CC=3)C(=O)C3C=NN(C4C=CC=C(SC)C=4)C=3N=2)=CC=1, predict the reaction product. The product is: [Br:1][C:2]1[CH:17]=[CH:16][C:5]([C:6]([Cl:20])=[N:8][C:9]2[CH:14]=[CH:13][C:12]([Cl:15])=[CH:11][CH:10]=2)=[CH:4][CH:3]=1. (7) Given the reactants [C:1]1([S:7]([C:10]2[CH:20]=[CH:19][C:13]3[NH:14][C:15](=O)[CH2:16][O:17][C:12]=3[CH:11]=2)(=[O:9])=[O:8])[CH:6]=[CH:5][CH:4]=[CH:3][CH:2]=1.Cl.O.C(=O)([O-])[O-].[K+].[K+], predict the reaction product. The product is: [C:1]1([S:7]([C:10]2[CH:20]=[CH:19][C:13]3[NH:14][CH2:15][CH2:16][O:17][C:12]=3[CH:11]=2)(=[O:9])=[O:8])[CH:6]=[CH:5][CH:4]=[CH:3][CH:2]=1. (8) Given the reactants C(OC(=O)[NH:10][CH2:11][CH:12]1[O:16][C:15]2[CH:17]=[CH:18][C:19]([CH2:21][CH:22]([N:24]([CH2:31][CH3:32])[C:25](=[O:30])[C:26]([F:29])([F:28])[F:27])[CH3:23])=[CH:20][C:14]=2[O:13]1)C1C=CC=CC=1, predict the reaction product. The product is: [NH2:10][CH2:11][CH:12]1[O:16][C:15]2[CH:17]=[CH:18][C:19]([CH2:21][CH:22]([N:24]([CH2:31][CH3:32])[C:25](=[O:30])[C:26]([F:28])([F:27])[F:29])[CH3:23])=[CH:20][C:14]=2[O:13]1. (9) The product is: [F:11][C:12]1[CH:17]=[CH:16][CH:15]=[C:14]([F:18])[C:13]=1[N:19]1[C:24]2[N:25]=[C:26]([NH:37][CH2:38][C:39](=[O:40])[N:1]3[CH2:6][CH2:5][S:4][CH2:3][CH2:2]3)[N:27]=[C:28]([C:29]3[CH:34]=[CH:33][C:32]([F:35])=[CH:31][C:30]=3[CH3:36])[C:23]=2[CH:22]=[CH:21][C:20]1=[O:43]. Given the reactants [NH:1]1[CH2:6][CH2:5][S:4][CH2:3][CH2:2]1.C[Al](C)C.[F:11][C:12]1[CH:17]=[CH:16][CH:15]=[C:14]([F:18])[C:13]=1[N:19]1[C:24]2[N:25]=[C:26]([NH:37][CH2:38][C:39](OC)=[O:40])[N:27]=[C:28]([C:29]3[CH:34]=[CH:33][C:32]([F:35])=[CH:31][C:30]=3[CH3:36])[C:23]=2[CH:22]=[CH:21][C:20]1=[O:43], predict the reaction product.